From a dataset of Forward reaction prediction with 1.9M reactions from USPTO patents (1976-2016). Predict the product of the given reaction. (1) Given the reactants COC[O:4][C:5]1[C:6]([C:13]2[CH:18]=[CH:17][N:16]=[C:15]([CH3:19])[CH:14]=2)=[N:7][CH:8]=[CH:9][C:10]=1[CH:11]=[O:12].C(O)(C(F)(F)F)=O.C(Cl)Cl.C(=O)([O-])[O-].[K+].[K+], predict the reaction product. The product is: [OH:4][C:5]1[C:6]([C:13]2[CH:18]=[CH:17][N:16]=[C:15]([CH3:19])[CH:14]=2)=[N:7][CH:8]=[CH:9][C:10]=1[CH:11]=[O:12]. (2) Given the reactants [CH:1]1[CH:2]=[CH:3][C:4]2[C:5](=[CH:7][CH:8]=[CH:9][C:10]=2[C:11](O)=O)[CH:6]=1.[C:14](OC(=O)C)(=[O:16])[CH3:15].N1C=CC=CC=1, predict the reaction product. The product is: [C:10]1([CH2:11][C:14](=[O:16])[CH3:15])[C:4]2[C:5](=[CH:6][CH:1]=[CH:2][CH:3]=2)[CH:7]=[CH:8][CH:9]=1. (3) Given the reactants Cl[C:2]1[N:6]([C:7]2[CH:12]=[CH:11][C:10]([S:13]([CH3:16])(=[O:15])=[O:14])=[CH:9][N:8]=2)[N:5]=[C:4]([C:17]([F:20])([F:19])[F:18])[C:3]=1[C:21]#[N:22].[F:23][C:24]1[CH:29]=[CH:28][CH:27]=[CH:26][C:25]=1[CH2:30][SH:31].[F-].[Cs+].O, predict the reaction product. The product is: [F:23][C:24]1[CH:29]=[CH:28][CH:27]=[CH:26][C:25]=1[CH2:30][S:31][C:2]1[N:6]([C:7]2[CH:12]=[CH:11][C:10]([S:13]([CH3:16])(=[O:15])=[O:14])=[CH:9][N:8]=2)[N:5]=[C:4]([C:17]([F:20])([F:19])[F:18])[C:3]=1[C:21]#[N:22]. (4) Given the reactants C[O:2][C:3]1[CH:8]=[CH:7][C:6]([N:9]2[C:17]3[CH:16]=[CH:15][N:14]=[CH:13][C:12]=3[N:11]=[C:10]2[C:18]2[C:19]([NH2:23])=[N:20][O:21][N:22]=2)=[CH:5][CH:4]=1.B(Br)(Br)Br, predict the reaction product. The product is: [NH2:23][C:19]1[C:18]([C:10]2[N:9]([C:6]3[CH:7]=[CH:8][C:3]([OH:2])=[CH:4][CH:5]=3)[C:17]3[CH:16]=[CH:15][N:14]=[CH:13][C:12]=3[N:11]=2)=[N:22][O:21][N:20]=1.